Dataset: Full USPTO retrosynthesis dataset with 1.9M reactions from patents (1976-2016). Task: Predict the reactants needed to synthesize the given product. (1) Given the product [I:27][C:28]1[C:36]2[C:31](=[CH:32][N:33]=[CH:34][CH:35]=2)[O:30][C:29]=1[C:37]1[CH:38]=[CH:39][C:40]([C:43]2([NH2:47])[CH2:46][CH2:45][CH2:44]2)=[CH:41][CH:42]=1, predict the reactants needed to synthesize it. The reactants are: C1(C2C3C=NC=CC=3OC=2C2C=CC(C3(N)CCC3)=CC=2)C=CC=CC=1.[I:27][C:28]1[C:36]2[C:31](=[CH:32][N:33]=[CH:34][CH:35]=2)[O:30][C:29]=1[C:37]1[CH:42]=[CH:41][C:40]([C:43]2([NH:47]C(=O)OC(C)(C)C)[CH2:46][CH2:45][CH2:44]2)=[CH:39][CH:38]=1. (2) Given the product [CH3:16][C:17]1[N:18]([CH2:2][CH2:3][O:4][C:5]2[CH:6]=[C:7]3[C:12](=[CH:13][CH:14]=2)[C:11](=[O:15])[CH2:10][CH2:9][CH2:8]3)[CH:19]=[CH:20][N:21]=1, predict the reactants needed to synthesize it. The reactants are: Cl[CH2:2][CH2:3][O:4][C:5]1[CH:6]=[C:7]2[C:12](=[CH:13][CH:14]=1)[C:11](=[O:15])[CH2:10][CH2:9][CH2:8]2.[CH3:16][C:17]1[NH:18][CH:19]=[CH:20][N:21]=1. (3) The reactants are: [NH:1]1[CH2:6][CH2:5][CH:4]([C:7]2[C:15]3[C:10](=[CH:11][CH:12]=[CH:13][CH:14]=3)[NH:9][CH:8]=2)[CH2:3][CH2:2]1.C([O-])([O-])=O.[K+].[K+].[F:22][C:23]([F:32])([F:31])[C:24]1[CH:25]=[CH:26][C:27](Cl)=[N:28][CH:29]=1. Given the product [NH:9]1[C:10]2[C:15](=[CH:14][CH:13]=[CH:12][CH:11]=2)[C:7]([CH:4]2[CH2:5][CH2:6][N:1]([C:27]3[CH:26]=[CH:25][C:24]([C:23]([F:32])([F:31])[F:22])=[CH:29][N:28]=3)[CH2:2][CH2:3]2)=[CH:8]1, predict the reactants needed to synthesize it. (4) Given the product [Cl:1][C:2]1[CH:3]=[C:4]([CH:19]=[CH:20][C:21]=1[Cl:22])[O:5][CH:6]1[CH2:7][CH2:8][N:9]([CH2:12][CH:13]2[CH2:14][CH2:15][N:16]([C:24]3[CH:29]=[CH:28][CH:27]=[CH:26][C:25]=3[O:30][CH3:31])[CH2:17][CH2:18]2)[CH2:10][CH2:11]1, predict the reactants needed to synthesize it. The reactants are: [Cl:1][C:2]1[CH:3]=[C:4]([CH:19]=[CH:20][C:21]=1[Cl:22])[O:5][CH:6]1[CH2:11][CH2:10][N:9]([CH2:12][CH:13]2[CH2:18][CH2:17][NH:16][CH2:15][CH2:14]2)[CH2:8][CH2:7]1.I[C:24]1[CH:29]=[CH:28][CH:27]=[CH:26][C:25]=1[O:30][CH3:31].N1CCC[C@H]1C(O)=O.C([O-])([O-])=O.[K+].[K+]. (5) Given the product [ClH:37].[C:1]([C:3]1[CH:4]=[C:5]([C:13]2[O:17][N:16]=[C:15]([C:18]3[CH:27]=[CH:26][CH:25]=[C:24]4[C:19]=3[CH:20]=[CH:21][N:22]=[C:23]4[CH2:28][CH2:29][C:30]([OH:32])=[O:31])[N:14]=2)[CH:6]=[CH:7][C:8]=1[O:9][CH:10]([CH3:12])[CH3:11])#[N:2], predict the reactants needed to synthesize it. The reactants are: [C:1]([C:3]1[CH:4]=[C:5]([C:13]2[O:17][N:16]=[C:15]([C:18]3[CH:27]=[CH:26][CH:25]=[C:24]4[C:19]=3[CH:20]=[CH:21][N:22]=[C:23]4[CH2:28][CH2:29][C:30]([O:32]C(C)(C)C)=[O:31])[N:14]=2)[CH:6]=[CH:7][C:8]=1[O:9][CH:10]([CH3:12])[CH3:11])#[N:2].[ClH:37]. (6) The reactants are: [CH3:1][O:2][C:3]1([C:24]([O:26][CH3:27])=[O:25])[CH2:8][CH2:7][N:6]([C:9]2[CH2:23][C:12]3([CH2:15][N:14](C(OC(C)(C)C)=O)[CH2:13]3)[O:11][N:10]=2)[CH2:5][CH2:4]1.[CH2:28]([O:30][C:31]1[CH:36]=[C:35]([CH:37]=O)[CH:34]=[C:33]([O:39][CH2:40][CH3:41])[C:32]=1[C:42]1[CH:47]=[CH:46][C:45]([F:48])=[CH:44][CH:43]=1)[CH3:29]. Given the product [CH2:28]([O:30][C:31]1[CH:36]=[C:35]([CH2:37][N:14]2[CH2:13][C:12]3([CH2:23][C:9]([N:6]4[CH2:5][CH2:4][C:3]([O:2][CH3:1])([C:24]([O:26][CH3:27])=[O:25])[CH2:8][CH2:7]4)=[N:10][O:11]3)[CH2:15]2)[CH:34]=[C:33]([O:39][CH2:40][CH3:41])[C:32]=1[C:42]1[CH:43]=[CH:44][C:45]([F:48])=[CH:46][CH:47]=1)[CH3:29], predict the reactants needed to synthesize it.